This data is from Reaction yield outcomes from USPTO patents with 853,638 reactions. The task is: Predict the reaction yield, written as a fraction of the theoretical maximum amount of product (1.0 means a 100% yield; for example, 0.34 means a 34% yield). (1) The reactants are [CH3:1][S:2][C:3]1[CH:8]=[CH:7][C:6]([C:9](=[O:11])[CH3:10])=[CH:5][CH:4]=1.CCCCCCC.[C:19]([O:22][CH2:23]C)(=[O:21])C. No catalyst specified. The product is [CH3:1][S:2][C:3]1[CH:8]=[CH:7][C:6]([C:9](=[O:11])[CH2:10][C:19]([O:22][CH3:23])=[O:21])=[CH:5][CH:4]=1. The yield is 0.690. (2) The reactants are Br[C:2]1[CH:3]=[C:4]([C:7]([O:9][CH3:10])=[O:8])[S:5][CH:6]=1.C([O-])([O-])=O.[K+].[K+].[CH3:17][N:18]1[C:22](B2OC(C)(C)C(C)(C)O2)=[CH:21][CH:20]=[N:19]1. The catalyst is O1CCOCC1.O.C1C=CC([P]([Pd]([P](C2C=CC=CC=2)(C2C=CC=CC=2)C2C=CC=CC=2)([P](C2C=CC=CC=2)(C2C=CC=CC=2)C2C=CC=CC=2)[P](C2C=CC=CC=2)(C2C=CC=CC=2)C2C=CC=CC=2)(C2C=CC=CC=2)C2C=CC=CC=2)=CC=1. The product is [CH3:17][N:18]1[C:22]([C:2]2[CH:3]=[C:4]([C:7]([O:9][CH3:10])=[O:8])[S:5][CH:6]=2)=[CH:21][CH:20]=[N:19]1. The yield is 0.700. (3) The reactants are [C:1](OC(O[C:1]([CH3:4])([CH3:3])[CH3:2])N(C)C)([CH3:4])([CH3:3])[CH3:2].[C:15]([O:19][C:20]([NH:22][C@:23]1([C:33]([OH:35])=[O:34])[C@@H:25]([C:26]2[CH:31]=[CH:30][CH:29]=[CH:28][CH:27]=2)[C@H:24]1[CH3:32])=[O:21])([CH3:18])([CH3:17])[CH3:16].C(=O)([O-])O.[Na+]. The catalyst is C1(C)C=CC=CC=1. The product is [C:1]([O:34][C:33]([C@@:23]1([NH:22][C:20]([O:19][C:15]([CH3:16])([CH3:17])[CH3:18])=[O:21])[C@@H:25]([C:26]2[CH:31]=[CH:30][CH:29]=[CH:28][CH:27]=2)[C@H:24]1[CH3:32])=[O:35])([CH3:4])([CH3:3])[CH3:2]. The yield is 0.990. (4) The reactants are [NH2:1][C:2]1[CH:9]=[CH:8][C:7]([CH:10]([CH3:12])[CH3:11])=[CH:6][C:3]=1[C:4]#[N:5].F[C:14]1[CH:19]=[CH:18][C:17]([F:20])=[CH:16][C:15]=1[N+:21]([O-:23])=[O:22].O.[OH-].[Li+]. The catalyst is CS(C)=O. The product is [F:20][C:17]1[CH:18]=[CH:19][C:14]([NH:1][C:2]2[CH:9]=[CH:8][C:7]([CH:10]([CH3:12])[CH3:11])=[CH:6][C:3]=2[C:4]#[N:5])=[C:15]([N+:21]([O-:23])=[O:22])[CH:16]=1. The yield is 0.810. (5) The reactants are [C:1]([C:3]1[CH:8]=[CH:7][CH:6]=[CH:5][C:4]=1[C:9]1[CH:14]=[CH:13][C:12]([CH2:15][CH:16]([C:22](=O)[CH2:23][CH2:24][CH3:25])[C:17](OCC)=[O:18])=[CH:11][CH:10]=1)#[N:2].[O:27]1[C:31]2([CH2:36][CH2:35][CH:34]([NH:37][C:38]3[NH:42][CH:41]=[N:40][N:39]=3)[CH2:33][CH2:32]2)[O:30][CH2:29][CH2:28]1. No catalyst specified. The product is [O:27]1[C:31]2([CH2:32][CH2:33][CH:34]([N:37]3[C:17](=[O:18])[C:16]([CH2:15][C:12]4[CH:13]=[CH:14][C:9]([C:4]5[C:3]([C:1]#[N:2])=[CH:8][CH:7]=[CH:6][CH:5]=5)=[CH:10][CH:11]=4)=[C:22]([CH2:23][CH2:24][CH3:25])[N:39]4[N:40]=[CH:41][N:42]=[C:38]34)[CH2:35][CH2:36]2)[O:30][CH2:29][CH2:28]1. The yield is 0.560. (6) The reactants are FC(F)(F)C(O)=O.C(O[C:13](=[O:27])[NH:14][CH2:15][CH:16]1[CH2:19][N:18]([C:20]2[CH:25]=[CH:24][C:23]([F:26])=[CH:22][CH:21]=2)[CH2:17]1)(C)(C)C.[C:28]1([C:34]2[C:42]3[C:37](=[CH:38][CH:39]=[CH:40][CH:41]=3)[N:36]([S:43]([C:46]3[CH:54]=[CH:53][C:49](C(O)=O)=[CH:48][CH:47]=3)(=[O:45])=[O:44])[CH:35]=2)[CH:33]=[CH:32][CH:31]=[CH:30][CH:29]=1.Cl.CN(C)CCCN=C=NCC. The catalyst is CN(C)C1C=CN=CC=1. The product is [F:26][C:23]1[CH:22]=[CH:21][C:20]([N:18]2[CH2:17][CH:16]([CH2:15][NH:14][C:13](=[O:27])[C:49]3[CH:48]=[CH:47][C:46]([S:43]([N:36]4[C:37]5[C:42](=[CH:41][CH:40]=[CH:39][CH:38]=5)[C:34]([C:28]5[CH:33]=[CH:32][CH:31]=[CH:30][CH:29]=5)=[CH:35]4)(=[O:45])=[O:44])=[CH:54][CH:53]=3)[CH2:19]2)=[CH:25][CH:24]=1. The yield is 0.120.